From a dataset of Forward reaction prediction with 1.9M reactions from USPTO patents (1976-2016). Predict the product of the given reaction. (1) Given the reactants [C:1]([C:4]1[S:32][C:7]2[N:8]=[CH:9][N:10]=[C:11]([NH:12][C:13]3[CH:30]=[CH:29][C:28]([F:31])=[CH:27][C:14]=3[O:15][CH:16]([CH3:26])[CH2:17][NH:18]C(=O)OC(C)(C)C)[C:6]=2[C:5]=1[CH3:33])(=[O:3])[NH2:2].[F:34][C:35]([F:40])([F:39])[C:36]([OH:38])=[O:37], predict the reaction product. The product is: [F:34][C:35]([F:40])([F:39])[C:36]([OH:38])=[O:37].[NH2:18][CH2:17][CH:16]([O:15][C:14]1[CH:27]=[C:28]([F:31])[CH:29]=[CH:30][C:13]=1[NH:12][C:11]1[C:6]2[C:5]([CH3:33])=[C:4]([C:1]([NH2:2])=[O:3])[S:32][C:7]=2[N:8]=[CH:9][N:10]=1)[CH3:26]. (2) The product is: [NH2:21][C:22]1[N:27]=[N:26][C:25]([CH2:28][CH2:29][CH2:30][CH2:31][N:32]2[CH:36]=[C:35]([C:37]([O:39][C:40]([CH3:43])([CH3:42])[CH3:41])=[O:38])[N:34]=[N:33]2)=[CH:24][C:23]=1[C:2]#[C:1][CH:3]1[CH2:6][N:5]([C:7]([O:9][C:10]([CH3:13])([CH3:12])[CH3:11])=[O:8])[CH2:4]1. Given the reactants [C:1]([CH:3]1[CH2:6][N:5]([C:7]([O:9][C:10]([CH3:13])([CH3:12])[CH3:11])=[O:8])[CH2:4]1)#[CH:2].C(N(CC)CC)C.[NH2:21][C:22]1[N:27]=[N:26][C:25]([CH2:28][CH2:29][CH2:30][CH2:31][N:32]2[CH:36]=[C:35]([C:37]([O:39][C:40]([CH3:43])([CH3:42])[CH3:41])=[O:38])[N:34]=[N:33]2)=[CH:24][C:23]=1Br, predict the reaction product. (3) Given the reactants [C:1]([N:4]1[C:12]2[C:7](=[CH:8][CH:9]=[CH:10][CH:11]=2)[CH2:6][CH:5]1[CH3:13])(=[O:3])[CH3:2].[Cl-].[Al+3].[Cl-].[Cl-].[C:18](Cl)(=[O:20])[CH3:19], predict the reaction product. The product is: [C:1]([N:4]1[C:12]2[C:7](=[CH:8][C:9]([C:18](=[O:20])[CH3:19])=[CH:10][CH:11]=2)[CH2:6][CH:5]1[CH3:13])(=[O:3])[CH3:2]. (4) Given the reactants [CH:1]([C:3]1[C:8]([NH:9][C:10]([O:12][CH2:13][CH3:14])=[O:11])=[CH:7][C:6]([C:15]2[CH:16]=[CH:17][C:18](=[O:24])[N:19]([CH:21]([CH3:23])[CH3:22])[N:20]=2)=[C:5]([C:25]2[CH:30]=[CH:29][CH:28]=[CH:27][CH:26]=2)[N:4]=1)=O.Cl.[NH2:32][OH:33].CC([O-])=O.[Na+], predict the reaction product. The product is: [OH:33][N:32]=[CH:1][C:3]1[C:8]([NH:9][C:10]([O:12][CH2:13][CH3:14])=[O:11])=[CH:7][C:6]([C:15]2[CH:16]=[CH:17][C:18](=[O:24])[N:19]([CH:21]([CH3:23])[CH3:22])[N:20]=2)=[C:5]([C:25]2[CH:30]=[CH:29][CH:28]=[CH:27][CH:26]=2)[N:4]=1. (5) Given the reactants Cl.C(N=C=NCCCN(C)C)C.O.ON1C2C=CC=CC=2N=N1.[C:24]([C:32]1[CH:50]=[CH:49][C:35]2[N:36]=[C:37]([C:39]3[C:40]([CH3:48])=[C:41]([C:45]([OH:47])=O)[NH:42][C:43]=3[CH3:44])[NH:38][C:34]=2[CH:33]=1)(=[O:31])[C:25]1[CH:30]=[CH:29][CH:28]=[CH:27][CH:26]=1.[CH3:51][N:52]([CH3:57])[CH2:53][CH2:54][NH:55]C, predict the reaction product. The product is: [CH3:51][N:52]([CH3:57])[CH2:53][CH2:54][NH:55][C:45]([C:41]1[NH:42][C:43]([CH3:44])=[C:39]([C:37]2[NH:38][C:34]3[CH:33]=[C:32]([C:24](=[O:31])[C:25]4[CH:30]=[CH:29][CH:28]=[CH:27][CH:26]=4)[CH:50]=[CH:49][C:35]=3[N:36]=2)[C:40]=1[CH3:48])=[O:47]. (6) Given the reactants [F:1][C:2]([F:16])([F:15])[O:3][C:4]1[CH:5]=[C:6]([CH:12]=[CH:13][CH:14]=1)[C:7](OCC)=[O:8].O.[NH2:18][NH2:19], predict the reaction product. The product is: [F:1][C:2]([F:16])([F:15])[O:3][C:4]1[CH:5]=[C:6]([CH:12]=[CH:13][CH:14]=1)[C:7]([NH:18][NH2:19])=[O:8].